Predict the product of the given reaction. From a dataset of Forward reaction prediction with 1.9M reactions from USPTO patents (1976-2016). (1) Given the reactants [CH:1]1[CH:2]=CC2NC=C(C(O[C@@H]3C[C@H]4N5CC(=O)[C@@H](C4)C[C@@H]5C3)=O)[C:5]=2[CH:6]=1.CS(O)(=O)=O.C1C=CC2NC=C(C(O[C@@H]3C[C@H]4N5CC(=O)[C@@H](C4)C[C@@H]5C3)=O)C=2C=1.O.[C:55]([O:63][CH2:64][CH3:65])(=[O:62])[CH2:56][C:57]([O:59][CH2:60][CH3:61])=[O:58].ClC/C=C\CCl.[H-].[Li+], predict the reaction product. The product is: [CH2:64]([O:63][C:55]([C:56]1([C:57]([O:59][CH2:60][CH3:61])=[O:58])[CH2:5][CH:6]=[CH:1][CH2:2]1)=[O:62])[CH3:65]. (2) The product is: [C:1]([C:3]1[CH:4]=[CH:5][C:6]([NH:9][C:10]([CH:12]2[NH:16][CH:15]([CH2:17][C:18]([CH3:21])([CH3:20])[CH3:19])[C:14]3([C:29]4[C:24](=[CH:25][C:26]([Cl:30])=[CH:27][CH:28]=4)[NH:23][C:22]3=[O:31])[CH:13]2[C:32]2[CH:37]=[CH:36][CH:35]=[C:34]([Cl:38])[CH:33]=2)=[O:11])=[CH:7][CH:8]=1)(=[O:39])[NH2:2]. Given the reactants [C:1]([C:3]1[CH:8]=[CH:7][C:6]([NH:9][C:10]([CH:12]2[NH:16][CH:15]([CH2:17][C:18]([CH3:21])([CH3:20])[CH3:19])[C:14]3([C:29]4[C:24](=[CH:25][C:26]([Cl:30])=[CH:27][CH:28]=4)[NH:23][C:22]3=[O:31])[CH:13]2[C:32]2[CH:37]=[CH:36][CH:35]=[C:34]([Cl:38])[CH:33]=2)=[O:11])=[CH:5][CH:4]=1)#[N:2].[OH:39]O.[OH-].[Na+], predict the reaction product. (3) Given the reactants [Cl:1][C:2]1[CH:7]=[CH:6][C:5]([S:8]([N:11]([CH2:25][C:26]2[CH:35]=[CH:34][C:29]([C:30]([O:32]C)=[O:31])=[CH:28][CH:27]=2)[CH:12]([C:15]2[CH:20]=[CH:19][C:18]([C:21]([F:24])([F:23])[F:22])=[CH:17][CH:16]=2)[CH2:13][CH3:14])(=[O:10])=[O:9])=[CH:4][CH:3]=1.[OH-].[K+], predict the reaction product. The product is: [Cl:1][C:2]1[CH:3]=[CH:4][C:5]([S:8]([N:11]([CH2:25][C:26]2[CH:27]=[CH:28][C:29]([C:30]([OH:32])=[O:31])=[CH:34][CH:35]=2)[CH:12]([C:15]2[CH:20]=[CH:19][C:18]([C:21]([F:23])([F:24])[F:22])=[CH:17][CH:16]=2)[CH2:13][CH3:14])(=[O:10])=[O:9])=[CH:6][CH:7]=1.